Dataset: Forward reaction prediction with 1.9M reactions from USPTO patents (1976-2016). Task: Predict the product of the given reaction. (1) The product is: [Cl:39][C:5]1([C:28]2[CH:33]=[CH:32][CH:31]=[CH:30][C:29]=2[O:34][CH3:35])[C:4]2[C:8](=[CH:9][CH:10]=[C:2]([Cl:1])[CH:3]=2)[N:7]([S:11]([C:14]2[CH:19]=[CH:18][C:17]([O:20][CH3:21])=[CH:16][C:15]=2[O:22][C:23]([F:24])([F:26])[F:25])(=[O:13])=[O:12])[C:6]1=[O:27]. Given the reactants [Cl:1][C:2]1[CH:3]=[C:4]2[C:8](=[CH:9][CH:10]=1)[N:7]([S:11]([C:14]1[CH:19]=[CH:18][C:17]([O:20][CH3:21])=[CH:16][C:15]=1[O:22][C:23]([F:26])([F:25])[F:24])(=[O:13])=[O:12])[C:6](=[O:27])[C:5]2(O)[C:28]1[CH:33]=[CH:32][CH:31]=[CH:30][C:29]=1[O:34][CH3:35].S(Cl)([Cl:39])=O, predict the reaction product. (2) Given the reactants [N+:1]([C:4]1[CH:9]=[CH:8][C:7]([Cl:10])=[CH:6][C:5]=1[CH3:11])([O-:3])=[O:2].[Br:12]N1C(C)(C)C(=O)N(Br)C1=O.N(C1(C#N)CCCCC1)=NC1(C#N)CCCCC1.C(O)(=O)C, predict the reaction product. The product is: [N+:1]([C:4]1[CH:9]=[CH:8][C:7]([Cl:10])=[CH:6][C:5]=1[CH2:11][Br:12])([O-:3])=[O:2]. (3) The product is: [C:1]1([CH2:11][CH2:12][C:13]([NH:40][C:41]2[CH:49]=[CH:48][CH:47]=[CH:46][C:42]=2[C:43]([OH:45])=[O:44])=[O:15])[C:10]2[C:5](=[CH:6][CH:7]=[CH:8][CH:9]=2)[CH:4]=[CH:3][CH:2]=1. Given the reactants [C:1]1([CH2:11][CH2:12][C:13]([OH:15])=O)[C:10]2[C:5](=[CH:6][CH:7]=[CH:8][CH:9]=2)[CH:4]=[CH:3][CH:2]=1.CN(C(ON1N=NC2C=CC=CC1=2)=[N+](C)C)C.F[P-](F)(F)(F)(F)F.[NH2:40][C:41]1[CH:49]=[CH:48][CH:47]=[CH:46][C:42]=1[C:43]([OH:45])=[O:44].C(N(CC)CC)C, predict the reaction product. (4) Given the reactants Cl[CH2:2][CH2:3][CH2:4][C:5]([NH:7][C:8]1[C:9]([Cl:19])=[N:10][N:11]([C:13]2[CH:14]=[N:15][CH:16]=[CH:17][CH:18]=2)[CH:12]=1)=[O:6].[H-].[Na+].O, predict the reaction product. The product is: [Cl:19][C:9]1[C:8]([N:7]2[CH2:2][CH2:3][CH2:4][C:5]2=[O:6])=[CH:12][N:11]([C:13]2[CH:14]=[N:15][CH:16]=[CH:17][CH:18]=2)[N:10]=1. (5) Given the reactants [CH3:1][O:2][C:3](=[O:29])[NH:4][C@H:5]([C:9]([N:11]1[CH2:15][C@@H:14]([OH:16])[CH2:13][C@H:12]1[C:17]1[NH:18][CH:19]=[C:20]([C:22]2[CH:27]=[CH:26][C:25](Br)=[CH:24][CH:23]=2)[N:21]=1)=[O:10])[CH:6]([CH3:8])[CH3:7].CC1(C)C(C)(C)OB([C:38]2[CH:43]=[CH:42][C:41]([NH2:44])=[CH:40][CH:39]=2)O1.C(=O)([O-])[O-].[Na+].[Na+], predict the reaction product. The product is: [CH3:1][O:2][C:3](=[O:29])[NH:4][C@H:5]([C:9]([N:11]1[CH2:15][C@@H:14]([OH:16])[CH2:13][C@H:12]1[C:17]1[NH:18][CH:19]=[C:20]([C:22]2[CH:27]=[CH:26][C:25]([C:38]3[CH:43]=[CH:42][C:41]([NH2:44])=[CH:40][CH:39]=3)=[CH:24][CH:23]=2)[N:21]=1)=[O:10])[CH:6]([CH3:8])[CH3:7]. (6) Given the reactants Cl.[NH:2]1[CH:6]=[C:5]([C:7]([CH3:12])([CH3:11])[C:8]([OH:10])=O)[N:4]=[CH:3]1.[NH2:13][C@@H:14]([CH2:32][O:33][CH2:34][C:35]1[CH:40]=[CH:39][CH:38]=[CH:37][CH:36]=1)[C:15]([NH:17][C:18]1[CH:23]=[CH:22][C:21]([O:24][C:25]2[CH:30]=[CH:29][C:28]([F:31])=[CH:27][CH:26]=2)=[CH:20][CH:19]=1)=[O:16], predict the reaction product. The product is: [NH:2]1[CH:6]=[C:5]([C:7]([CH3:12])([CH3:11])[C:8]([NH:13][C@@H:14]([CH2:32][O:33][CH2:34][C:35]2[CH:36]=[CH:37][CH:38]=[CH:39][CH:40]=2)[C:15]([NH:17][C:18]2[CH:19]=[CH:20][C:21]([O:24][C:25]3[CH:30]=[CH:29][C:28]([F:31])=[CH:27][CH:26]=3)=[CH:22][CH:23]=2)=[O:16])=[O:10])[N:4]=[CH:3]1.